The task is: Binary Classification. Given a miRNA mature sequence and a target amino acid sequence, predict their likelihood of interaction.. This data is from Experimentally validated miRNA-target interactions with 360,000+ pairs, plus equal number of negative samples. (1) The miRNA is hsa-miR-6515-5p with sequence UUGGAGGGUGUGGAAGACAUC. The protein sequence of the target gene is MAQSQGWVKRYIKAFCKGFFVAVPVAVTFLDRVACVARVEGASMQPSLNPGGSQSSDVVLLNHWKVRNFEVHRGDIVSLVSPKNPEQKIIKRVIALEGDIVRTIGHKNRYVKVPRGHIWVEGDHHGHSFDSNSFGPVSLGLLHAHATHILWPPERWQKLESVLPPERLPVQREEE. Result: 1 (interaction). (2) Result: 0 (no interaction). The miRNA is mmu-miR-7211-5p with sequence UCUUUCCCUCUGCCACUCCACC. The protein sequence of the target gene is MSAPPPLQIREANAHLAAVHRRAAELERRLLAAERTIGAQAERLACHDQHLRAALDELGRAKDREISALQEQLLSSEATVRSLQAAVDQRDQMIQQLQPRADLLQDITRHRPPLAALLATLEEAEELGPLPASHSHRAQLLPDGPGPPLGNNMGKEEGQDDQDDQQPAVFGTTV. (3) The protein sequence of the target gene is MKTPFGKTPGQRSRADAGHAGVSANMMKKRTSHKKHRTSVGPSKPVSQPRRNIVGCRIQHGWREGNGPVTQWKGTVLDQVPVNPSLYLIKYDGFDCVYGLELNKDERVSALEVLPDRVATSRISDAHLADTMIGKAVEHMFETEDGSKDEWRGMVLARAPVMNTWFYITYEKDPVLYMYQLLDDYKEGDLRIMPDSNDSPPAEREPGEVVDSLVGKQVEYAKEDGSKRTGMVIHQVEAKPSVYFIKFDDDFHIYVYDLVKTS. The miRNA is mmu-miR-6927-3p with sequence CCUGAGCUGGCUCCCCUGCAG. Result: 0 (no interaction).